From a dataset of Catalyst prediction with 721,799 reactions and 888 catalyst types from USPTO. Predict which catalyst facilitates the given reaction. (1) Reactant: [C:1]([O:5][C:6]([NH:8][CH2:9][C@H:10]1[CH2:15][CH2:14][C@H:13]([C:16]([NH:18][C@H:19]([C:37](=[O:50])[NH:38][C:39]2[CH:44]=[CH:43][C:42]([C:45]3[N:46]=[N:47][NH:48][N:49]=3)=[CH:41][CH:40]=2)[CH2:20][C:21]2[CH:26]=[CH:25][C:24]([C:27]3[CH:32]=[CH:31][C:30]([C:33](O)=[O:34])=[CH:29][C:28]=3[CH3:36])=[CH:23][CH:22]=2)=[O:17])[CH2:12][CH2:11]1)=[O:7])([CH3:4])([CH3:3])[CH3:2].[C:51]([O:55][C:56]([N:58]1[CH2:63][CH2:62][CH:61]([NH2:64])[CH2:60][CH:59]1[CH3:65])=[O:57])([CH3:54])([CH3:53])[CH3:52].F[P-](F)(F)(F)(F)F.CN(C(ON1C2=NC=CC=C2N=N1)=[N+](C)C)C.C(N(CC)C(C)C)(C)C. Product: [C:1]([O:5][C:6]([NH:8][CH2:9][C@H:10]1[CH2:15][CH2:14][C@H:13]([C:16]([NH:18][C@H:19]([C:37](=[O:50])[NH:38][C:39]2[CH:44]=[CH:43][C:42]([C:45]3[N:46]=[N:47][NH:48][N:49]=3)=[CH:41][CH:40]=2)[CH2:20][C:21]2[CH:26]=[CH:25][C:24]([C:27]3[CH:32]=[CH:31][C:30]([C:33]([NH:64][CH:61]4[CH2:62][CH2:63][N:58]([C:56]([O:55][C:51]([CH3:54])([CH3:52])[CH3:53])=[O:57])[CH:59]([CH3:65])[CH2:60]4)=[O:34])=[CH:29][C:28]=3[CH3:36])=[CH:23][CH:22]=2)=[O:17])[CH2:12][CH2:11]1)=[O:7])([CH3:4])([CH3:2])[CH3:3]. The catalyst class is: 7. (2) Reactant: C1(P(C2C=CC=CC=2)C2C=CC3C(=CC=CC=3)C=2C2C3C(=CC=CC=3)C=CC=2P(C2C=CC=CC=2)C2C=CC=CC=2)C=CC=CC=1.[C:47]([Si:51]([O:54][C:55]1[CH:60]=[CH:59][C:58](I)=[CH:57][CH:56]=1)([CH3:53])[CH3:52])([CH3:50])([CH3:49])[CH3:48].[O:62]1[CH2:67][CH2:66][CH2:65][CH2:64][CH:63]1[O:68][CH2:69][CH2:70][O:71][CH:72]1[CH2:75][NH:74][CH2:73]1.CC(C)([O-])C.[Na+]. Product: [Si:51]([O:54][C:55]1[CH:60]=[CH:59][C:58]([N:74]2[CH2:73][CH:72]([O:71][CH2:70][CH2:69][O:68][CH:63]3[CH2:64][CH2:65][CH2:66][CH2:67][O:62]3)[CH2:75]2)=[CH:57][CH:56]=1)([C:47]([CH3:50])([CH3:49])[CH3:48])([CH3:53])[CH3:52]. The catalyst class is: 493. (3) Reactant: [N:1]1([CH2:6][CH2:7][CH2:8][CH2:9][NH2:10])[CH2:5][CH2:4][CH2:3][CH2:2]1.[CH3:11][C:12]1[C:13]([CH:19]=O)=[N:14][CH:15]=[C:16]([CH3:18])[CH:17]=1.C([O-])([O-])=O.[K+].[K+].[BH4-].[Na+]. Product: [CH3:11][C:12]1[C:13]([CH2:19][NH:10][CH2:9][CH2:8][CH2:7][CH2:6][N:1]2[CH2:5][CH2:4][CH2:3][CH2:2]2)=[N:14][CH:15]=[C:16]([CH3:18])[CH:17]=1. The catalyst class is: 24.